Dataset: Catalyst prediction with 721,799 reactions and 888 catalyst types from USPTO. Task: Predict which catalyst facilitates the given reaction. (1) Reactant: [NH2:1][C:2]1[CH:6]=[C:5]([OH:7])[NH:4][N:3]=1.[C:8]1(=O)[O:13][C:11](=[O:12])[C:10]2=[CH:14][CH:15]=[CH:16][CH:17]=[C:9]12.C(O)(=O)C. Product: [OH:7][C:5]1[NH:4][N:3]=[C:2]([N:1]2[C:11](=[O:12])[C:10]3[C:9](=[CH:17][CH:16]=[CH:15][CH:14]=3)[C:8]2=[O:13])[CH:6]=1. The catalyst class is: 1. (2) Reactant: Cl[S:2]([N:5]=C=O)(=[O:4])=[O:3].O.[C:9]([O:12][C@@H:13]1[C@@H:18]([O:19][C:20](=[O:22])[CH3:21])[C@H:17]([O:23][C:24](=[O:26])[CH3:25])[C@@H:16]([CH2:27][O:28][C:29](=[O:31])[CH3:30])[O:15][C@H:14]1[O:32][C:33]1[C:37]([CH2:38][C:39]2[CH:44]=[CH:43][C:42]([O:45][CH2:46][CH2:47][CH2:48][NH2:49])=[CH:41][CH:40]=2)=[C:36]([CH:50]([CH3:52])[CH3:51])[NH:35][N:34]=1)(=[O:11])[CH3:10].C(N(CC)CC)C. Product: [C:9]([O:12][C@@H:13]1[C@@H:18]([O:19][C:20](=[O:22])[CH3:21])[C@H:17]([O:23][C:24](=[O:26])[CH3:25])[C@@H:16]([CH2:27][O:28][C:29](=[O:31])[CH3:30])[O:15][C@H:14]1[O:32][C:33]1[C:37]([CH2:38][C:39]2[CH:44]=[CH:43][C:42]([O:45][CH2:46][CH2:47][CH2:48][NH:49][S:2](=[O:4])(=[O:3])[NH2:5])=[CH:41][CH:40]=2)=[C:36]([CH:50]([CH3:52])[CH3:51])[NH:35][N:34]=1)(=[O:11])[CH3:10]. The catalyst class is: 245. (3) Reactant: [CH2:1]([O:3][C:4](=[O:19])[C@@H:5]1[CH2:9][C:8](=[CH2:10])[C:7](=[O:11])[N:6]1[C:12]([O:14][C:15]([CH3:18])([CH3:17])[CH3:16])=[O:13])[CH3:2]. Product: [CH2:1]([O:3][C:4](=[O:19])[C@@H:5]1[CH2:9][C@H:8]([CH3:10])[C:7](=[O:11])[N:6]1[C:12]([O:14][C:15]([CH3:16])([CH3:18])[CH3:17])=[O:13])[CH3:2]. The catalyst class is: 603. (4) Reactant: [Si:1]([O:8][CH2:9][CH2:10][CH2:11][C@@:12]1([C:29]2[CH:34]=[CH:33][CH:32]=[CH:31][CH:30]=2)[O:17][C:16](=[O:18])[N:15]([C@H:19]([C:21]2[CH:26]=[CH:25][C:24]([CH2:27][OH:28])=[CH:23][CH:22]=2)[CH3:20])[CH2:14][CH2:13]1)([C:4]([CH3:7])([CH3:6])[CH3:5])([CH3:3])[CH3:2].[H-].[Na+].[CH3:37]I. Product: [Si:1]([O:8][CH2:9][CH2:10][CH2:11][C@@:12]1([C:29]2[CH:34]=[CH:33][CH:32]=[CH:31][CH:30]=2)[O:17][C:16](=[O:18])[N:15]([C@H:19]([C:21]2[CH:22]=[CH:23][C:24]([CH2:27][O:28][CH3:37])=[CH:25][CH:26]=2)[CH3:20])[CH2:14][CH2:13]1)([C:4]([CH3:5])([CH3:6])[CH3:7])([CH3:2])[CH3:3]. The catalyst class is: 1. (5) Reactant: [CH3:1][CH:2]1[CH2:10][C:9]2[C:4](=[CH:5][CH:6]=[CH:7][CH:8]=2)[C:3]1=[O:11].[NH3:12].[OH-].[Na+]. Product: [NH2:12][C:2]1([CH3:1])[CH2:10][C:9]2[C:4](=[CH:5][CH:6]=[CH:7][CH:8]=2)[C:3]1=[O:11]. The catalyst class is: 6. (6) Reactant: Cl.[NH2:2][C@H:3]([C:10]1[CH:15]=[CH:14][CH:13]=[CH:12][CH:11]=1)[CH2:4][C:5]([O:7][CH2:8][CH3:9])=[O:6].C(N(CC)CC)C.[N+:23]([C:26]1[CH:27]=[C:28]([CH:32]=[C:33]([N+:35]([O-:37])=[O:36])[CH:34]=1)[C:29](Cl)=[O:30])([O-:25])=[O:24]. Product: [N+:23]([C:26]1[CH:27]=[C:28]([CH:32]=[C:33]([N+:35]([O-:37])=[O:36])[CH:34]=1)[C:29]([NH:2][C@H:3]([C:10]1[CH:15]=[CH:14][CH:13]=[CH:12][CH:11]=1)[CH2:4][C:5]([O:7][CH2:8][CH3:9])=[O:6])=[O:30])([O-:25])=[O:24]. The catalyst class is: 7.